This data is from Reaction yield outcomes from USPTO patents with 853,638 reactions. The task is: Predict the reaction yield, written as a fraction of the theoretical maximum amount of product (1.0 means a 100% yield; for example, 0.34 means a 34% yield). (1) The reactants are [CH2:1]([N:8]([CH2:23][CH2:24]Cl)[C:9](=[O:22])[C@H:10]([NH:14][C:15](=[O:21])[O:16][C:17]([CH3:20])([CH3:19])[CH3:18])[CH:11]([CH3:13])[CH3:12])[C:2]1[CH:7]=[CH:6][CH:5]=[CH:4][CH:3]=1.[H-].[Na+]. The catalyst is CN(C=O)C. The product is [CH2:1]([N:8]1[CH2:23][CH2:24][N:14]([C:15]([O:16][C:17]([CH3:20])([CH3:19])[CH3:18])=[O:21])[C@H:10]([CH:11]([CH3:13])[CH3:12])[C:9]1=[O:22])[C:2]1[CH:7]=[CH:6][CH:5]=[CH:4][CH:3]=1. The yield is 0.630. (2) The reactants are [C:1]([C:3]1[N:8]=[C:7]([C:9]2[CH:14]=[CH:13][C:12]([C:15]([CH3:20])([CH3:19])[C:16]([OH:18])=O)=[CH:11][CH:10]=2)[CH:6]=[N:5][CH:4]=1)#[N:2].[O:21]1[CH:25]=[CH:24][CH:23]=[C:22]1[CH:26]([NH2:28])[CH3:27]. The yield is 0.350. The product is [C:1]([C:3]1[N:8]=[C:7]([C:9]2[CH:10]=[CH:11][C:12]([C:15]([CH3:20])([CH3:19])[C:16]([NH:28][CH:26]([C:22]3[O:21][CH:25]=[CH:24][CH:23]=3)[CH3:27])=[O:18])=[CH:13][CH:14]=2)[CH:6]=[N:5][CH:4]=1)#[N:2]. No catalyst specified.